This data is from Catalyst prediction with 721,799 reactions and 888 catalyst types from USPTO. The task is: Predict which catalyst facilitates the given reaction. (1) Reactant: [Br:1][C:2]1[CH:10]=[C:9]2[C:5]([CH:6]=[CH:7][NH:8]2)=[CH:4][C:3]=1[F:11].[H-].[Na+].Br[CH2:15][C:16]([O:18][CH3:19])=[O:17]. Product: [Br:1][C:2]1[CH:10]=[C:9]2[C:5]([CH:6]=[CH:7][N:8]2[CH2:15][C:16]([O:18][CH3:19])=[O:17])=[CH:4][C:3]=1[F:11]. The catalyst class is: 3. (2) Reactant: [C:1]1([C:20]2[CH:25]=[CH:24][CH:23]=[CH:22][CH:21]=2)[CH:6]=[CH:5][C:4]([NH:7][C:8]2[CH:13]=[N:12][CH:11]=[C:10]3[S:14][C:15]([C:17](O)=[O:18])=[CH:16][C:9]=23)=[CH:3][CH:2]=1.C(Cl)(=O)C(Cl)=O.CN(C=O)C.Cl.[CH3:38][NH:39][O:40][CH3:41]. Product: [CH3:41][O:40][N:39]([CH3:38])[C:17]([C:15]1[S:14][C:10]2=[CH:11][N:12]=[CH:13][C:8]([NH:7][C:4]3[CH:5]=[CH:6][C:1]([C:20]4[CH:25]=[CH:24][CH:23]=[CH:22][CH:21]=4)=[CH:2][CH:3]=3)=[C:9]2[CH:16]=1)=[O:18]. The catalyst class is: 2. (3) Reactant: [Cl:1][C:2]1[C:10]2[N:9]=[C:8]3[CH:11]([C:16]4[CH:21]=[CH:20][C:19]([Cl:22])=[CH:18][C:17]=4[Cl:23])[O:12][CH2:13][CH2:14][CH2:15][N:7]3[C:6]=2[C:5]([CH:24]([CH:26]2[CH2:28][CH2:27]2)[OH:25])=[CH:4][CH:3]=1.CC(OI1(OC(C)=O)(OC(C)=O)OC(=O)C2C=CC=CC1=2)=O. Product: [Cl:1][C:2]1[C:10]2[N:9]=[C:8]3[CH:11]([C:16]4[CH:21]=[CH:20][C:19]([Cl:22])=[CH:18][C:17]=4[Cl:23])[O:12][CH2:13][CH2:14][CH2:15][N:7]3[C:6]=2[C:5]([C:24]([CH:26]2[CH2:28][CH2:27]2)=[O:25])=[CH:4][CH:3]=1. The catalyst class is: 115.